Dataset: Forward reaction prediction with 1.9M reactions from USPTO patents (1976-2016). Task: Predict the product of the given reaction. (1) Given the reactants O=[C:2]1[CH2:7][CH2:6][N:5]([C:8]([O:10][C:11]([CH3:14])([CH3:13])[CH3:12])=[O:9])[CH2:4][CH2:3]1.[F:15][C:16]1[CH:17]=[C:18]([CH:20]=[CH:21][C:22]=1[O:23][CH3:24])[NH2:19].FC1C=CC(NC2CCN(C(OC(C)(C)C)=O)CC2)=CC=1OC, predict the reaction product. The product is: [F:15][C:16]1[CH:17]=[C:18]([NH:19][CH:2]2[CH2:7][CH2:6][N:5]([C:8]([O:10][C:11]([CH3:14])([CH3:13])[CH3:12])=[O:9])[CH2:4][CH2:3]2)[CH:20]=[CH:21][C:22]=1[O:23][CH3:24]. (2) Given the reactants [CH2:1]([CH:3]([NH:6][C:7]1[CH:12]=[C:11]([CH3:13])[N:10]=[C:9]([O:14][C:15]2[C:20]([CH3:21])=[CH:19][C:18]([CH2:22][OH:23])=[CH:17][C:16]=2[CH3:24])[C:8]=1[CH3:25])[CH2:4][CH3:5])[CH3:2].[OH-].[Na+].[CH2:28]1COCC1, predict the reaction product. The product is: [CH2:1]([CH:3]([NH:6][C:7]1[CH:12]=[C:11]([CH3:13])[N:10]=[C:9]([O:14][C:15]2[C:16]([CH3:24])=[CH:17][C:18]([CH2:22][O:23][CH3:28])=[CH:19][C:20]=2[CH3:21])[C:8]=1[CH3:25])[CH2:4][CH3:5])[CH3:2].